Dataset: NCI-60 drug combinations with 297,098 pairs across 59 cell lines. Task: Regression. Given two drug SMILES strings and cell line genomic features, predict the synergy score measuring deviation from expected non-interaction effect. (1) Drug 1: CC1CCC2CC(C(=CC=CC=CC(CC(C(=O)C(C(C(=CC(C(=O)CC(OC(=O)C3CCCCN3C(=O)C(=O)C1(O2)O)C(C)CC4CCC(C(C4)OC)O)C)C)O)OC)C)C)C)OC. Drug 2: C1=NNC2=C1C(=O)NC=N2. Cell line: HOP-92. Synergy scores: CSS=-1.13, Synergy_ZIP=1.72, Synergy_Bliss=5.78, Synergy_Loewe=-0.298, Synergy_HSA=0.538. (2) Drug 1: CCC(=C(C1=CC=CC=C1)C2=CC=C(C=C2)OCCN(C)C)C3=CC=CC=C3.C(C(=O)O)C(CC(=O)O)(C(=O)O)O. Drug 2: C1=NC2=C(N1)C(=S)N=CN2. Cell line: HT29. Synergy scores: CSS=37.5, Synergy_ZIP=6.23, Synergy_Bliss=5.77, Synergy_Loewe=-31.8, Synergy_HSA=1.16. (3) Synergy scores: CSS=42.1, Synergy_ZIP=10.8, Synergy_Bliss=13.0, Synergy_Loewe=-52.7, Synergy_HSA=7.44. Cell line: SNB-19. Drug 2: C(CN)CNCCSP(=O)(O)O. Drug 1: C1=CC(=CC=C1CCC2=CNC3=C2C(=O)NC(=N3)N)C(=O)NC(CCC(=O)O)C(=O)O. (4) Drug 1: C1=NNC2=C1C(=O)NC=N2. Drug 2: CC1=C(C(=O)C2=C(C1=O)N3CC4C(C3(C2COC(=O)N)OC)N4)N. Cell line: COLO 205. Synergy scores: CSS=27.9, Synergy_ZIP=-1.82, Synergy_Bliss=-5.52, Synergy_Loewe=-16.7, Synergy_HSA=-2.26. (5) Drug 1: CC1=CC2C(CCC3(C2CCC3(C(=O)C)OC(=O)C)C)C4(C1=CC(=O)CC4)C. Drug 2: CS(=O)(=O)CCNCC1=CC=C(O1)C2=CC3=C(C=C2)N=CN=C3NC4=CC(=C(C=C4)OCC5=CC(=CC=C5)F)Cl. Cell line: SF-295. Synergy scores: CSS=0.752, Synergy_ZIP=1.36, Synergy_Bliss=2.50, Synergy_Loewe=0.599, Synergy_HSA=-0.341.